From a dataset of Forward reaction prediction with 1.9M reactions from USPTO patents (1976-2016). Predict the product of the given reaction. The product is: [Cl:13][C:14]1[CH:19]=[CH:18][C:17]([O:24][CH3:25])=[C:16]([NH:1][C:2]2[S:3][C:4]3[C:11](=[O:12])[CH2:10][CH2:9][CH2:8][CH2:7][C:5]=3[N:6]=2)[CH:15]=1. Given the reactants [NH2:1][C:2]1[S:3][C:4]2[C:11](=[O:12])[CH2:10][CH2:9][CH2:8][CH2:7][C:5]=2[N:6]=1.[Cl:13][C:14]1[CH:15]=[CH:16][C:17]([O:24][CH3:25])=[C:18](NC(N)=S)[CH:19]=1, predict the reaction product.